From a dataset of Forward reaction prediction with 1.9M reactions from USPTO patents (1976-2016). Predict the product of the given reaction. (1) Given the reactants Cl.C([O:5][C:6]1[C:7](=[O:37])[C:8](=[O:36])[C:9]=1[N:10]1[CH2:15][CH2:14][C:13]2[N:16]=[C:17]([C:19]3[CH:24]=[CH:23][C:22]([O:25][C@H:26]4[CH2:29][C@H:28]([N:30]5[CH2:35][CH2:34][CH2:33][CH2:32][CH2:31]5)[CH2:27]4)=[CH:21][CH:20]=3)[S:18][C:12]=2[CH2:11]1)(C)C, predict the reaction product. The product is: [OH:36][C:8]1[C:7](=[O:37])[C:6](=[O:5])[C:9]=1[N:10]1[CH2:15][CH2:14][C:13]2[N:16]=[C:17]([C:19]3[CH:24]=[CH:23][C:22]([O:25][C@H:26]4[CH2:29][C@H:28]([N:30]5[CH2:35][CH2:34][CH2:33][CH2:32][CH2:31]5)[CH2:27]4)=[CH:21][CH:20]=3)[S:18][C:12]=2[CH2:11]1. (2) Given the reactants [CH3:1][N:2]1[CH:7]=[C:6]([C:8](=O)[CH2:9][CH:10]([C:18]2[CH:23]=[CH:22][C:21]([C:24]([N:26]3[CH2:31][CH2:30][O:29][CH2:28][CH2:27]3)=[O:25])=[CH:20][CH:19]=2)[C:11]2[CH:16]=[CH:15][CH:14]=[CH:13][C:12]=2[CH3:17])[CH:5]=[CH:4][C:3]1=[O:33].Cl.[NH2:35][OH:36].C([O-])(O)=O.[Na+], predict the reaction product. The product is: [OH:36]/[N:35]=[C:8](/[C:6]1[CH:5]=[CH:4][C:3](=[O:33])[N:2]([CH3:1])[CH:7]=1)\[CH2:9][CH:10]([C:18]1[CH:19]=[CH:20][C:21]([C:24]([N:26]2[CH2:27][CH2:28][O:29][CH2:30][CH2:31]2)=[O:25])=[CH:22][CH:23]=1)[C:11]1[CH:16]=[CH:15][CH:14]=[CH:13][C:12]=1[CH3:17]. (3) Given the reactants [NH2:1][C:2]1[CH:17]=[CH:16][C:5]2[S:6][C:7]([C:9]3[C:10]([NH2:15])=[N:11][CH:12]=[CH:13][CH:14]=3)=[CH:8][C:4]=2[CH:3]=1.[C:18](O)(=[O:25])[C:19]1[CH:24]=[CH:23][CH:22]=[CH:21][CH:20]=1, predict the reaction product. The product is: [NH2:15][C:10]1[C:9]([C:7]2[S:6][C:5]3[CH:16]=[CH:17][C:2]([NH:1][C:18](=[O:25])[C:19]4[CH:24]=[CH:23][CH:22]=[CH:21][CH:20]=4)=[CH:3][C:4]=3[CH:8]=2)=[CH:14][CH:13]=[CH:12][N:11]=1.